This data is from Full USPTO retrosynthesis dataset with 1.9M reactions from patents (1976-2016). The task is: Predict the reactants needed to synthesize the given product. (1) Given the product [CH2:1]([O:15][C:16]1[O:20][C:19]([C:21]([O:23][CH:25]([CH3:26])[CH3:24])=[O:22])=[CH:18][CH:17]=1)[CH2:2][CH2:3][CH2:4][CH2:5][CH2:6][CH2:7][CH2:8][CH2:9][CH2:10][CH2:11][CH2:12][CH2:13][CH3:14], predict the reactants needed to synthesize it. The reactants are: [CH2:1]([O:15][C:16]1[O:20][C:19]([C:21]([OH:23])=[O:22])=[CH:18][CH:17]=1)[CH2:2][CH2:3][CH2:4][CH2:5][CH2:6][CH2:7][CH2:8][CH2:9][CH2:10][CH2:11][CH2:12][CH2:13][CH3:14].[CH3:24][CH:25](O)[CH3:26]. (2) The reactants are: C(O[C:5](=[O:7])[CH3:6])(=O)C.C(N(CC)CC)C.[NH2:15][C:16]1[N:24]=[C:23]2[C:19]([NH:20][CH:21]=[N:22]2)=[C:18]([Cl:25])[N:17]=1. Given the product [C:5]([N:22]1[CH:21]=[N:20][C:19]2[C:23]1=[N:24][C:16]([NH2:15])=[N:17][C:18]=2[Cl:25])(=[O:7])[CH3:6], predict the reactants needed to synthesize it.